Dataset: Catalyst prediction with 721,799 reactions and 888 catalyst types from USPTO. Task: Predict which catalyst facilitates the given reaction. Reactant: [CH3:1][C:2]([CH3:46])([CH2:42][CH2:43][CH2:44][CH3:45])[C:3]([NH:5][CH2:6][CH:7]1[O:11][C:10]([CH3:13])([CH3:12])[N:9]([C:14]([O:16][C:17]([CH3:20])([CH3:19])[CH3:18])=[O:15])[C@H:8]1[CH2:21][C@H:22]([CH:26]([C:28]1[CH:33]=[CH:32][C:31]([CH2:34][CH3:35])=[C:30]([O:36][CH2:37][CH2:38][CH2:39][O:40][CH3:41])[CH:29]=1)[OH:27])[CH:23]([CH3:25])[CH3:24])=[O:4].[C:47](OC(=O)C)(=[O:49])[CH3:48].N1C=CC=CC=1. Product: [CH3:46][C:2]([CH3:1])([CH2:42][CH2:43][CH2:44][CH3:45])[C:3]([NH:5][CH2:6][CH:7]1[O:11][C:10]([CH3:12])([CH3:13])[N:9]([C:14]([O:16][C:17]([CH3:18])([CH3:19])[CH3:20])=[O:15])[C@H:8]1[CH2:21][C@H:22]([CH:26]([C:28]1[CH:33]=[CH:32][C:31]([CH2:34][CH3:35])=[C:30]([O:36][CH2:37][CH2:38][CH2:39][O:40][CH3:41])[CH:29]=1)[O:27][C:47](=[O:49])[CH3:48])[CH:23]([CH3:25])[CH3:24])=[O:4]. The catalyst class is: 2.